From a dataset of Forward reaction prediction with 1.9M reactions from USPTO patents (1976-2016). Predict the product of the given reaction. (1) Given the reactants C(O)(C(F)(F)F)=O.C(OC([N:15]1[CH2:20][C@@H:19]2[CH2:21][C@H:16]1[CH2:17][N:18]2[S:22]([CH3:25])(=[O:24])=[O:23])=O)(C)(C)C, predict the reaction product. The product is: [CH3:25][S:22]([N:18]1[CH2:17][C@@H:16]2[CH2:21][C@H:19]1[CH2:20][NH:15]2)(=[O:23])=[O:24]. (2) Given the reactants [C:1]([C:5]1[CH:6]=[C:7]([C:15]2[S:19][C:18]([S:20]([NH:23]C(=O)OCC3C=CC=CC=3)(=[O:22])=[O:21])=[N:17][C:16]=2[CH2:34][CH:35]2[CH2:40][CH2:39][CH2:38][CH2:37][CH2:36]2)[CH:8]=[C:9]([C:11]2([CH3:14])[CH2:13][CH2:12]2)[CH:10]=1)([CH3:4])([CH3:3])[CH3:2], predict the reaction product. The product is: [C:1]([C:5]1[CH:6]=[C:7]([C:15]2[S:19][C:18]([S:20]([NH2:23])(=[O:22])=[O:21])=[N:17][C:16]=2[CH2:34][CH:35]2[CH2:40][CH2:39][CH2:38][CH2:37][CH2:36]2)[CH:8]=[C:9]([C:11]2([CH3:14])[CH2:13][CH2:12]2)[CH:10]=1)([CH3:2])([CH3:3])[CH3:4]. (3) Given the reactants [CH3:1][NH:2][NH2:3].[Cl:4][C:5]1[CH:10]=[CH:9][C:8]([S:11]([N:14]2[CH:19]3[CH2:20][CH2:21][CH2:22][CH:15]2[CH:16]([C:24]([O:26]C)=O)[C:17](=O)[CH2:18]3)(=[O:13])=[O:12])=[CH:7][CH:6]=1.C(=O)(OC)OC.ClC1C=CC(S(N2C3CCCC2CC(=O)C3)(=O)=O)=CC=1, predict the reaction product. The product is: [Cl:4][C:5]1[CH:10]=[CH:9][C:8]([S:11]([N:14]2[CH:19]3[CH2:20][CH2:21][CH2:22][CH:15]2[C:16]2[C:17]([CH2:18]3)=[N:3][N:2]([CH3:1])[C:24]=2[OH:26])(=[O:13])=[O:12])=[CH:7][CH:6]=1. (4) Given the reactants [F:1][C:2]1[CH:17]=[CH:16][C:5]([CH2:6][O:7][CH2:8][C:9]2[N:14]=[C:13]([NH2:15])[CH:12]=[CH:11][CH:10]=2)=[CH:4][CH:3]=1.[Cl:18][C:19]1[C:24]([CH3:25])=[CH:23][C:22]([S:26](Cl)(=[O:28])=[O:27])=[C:21]([CH3:30])[CH:20]=1, predict the reaction product. The product is: [Cl:18][C:19]1[C:24]([CH3:25])=[CH:23][C:22]([S:26]([NH:15][C:13]2[CH:12]=[CH:11][CH:10]=[C:9]([CH2:8][O:7][CH2:6][C:5]3[CH:4]=[CH:3][C:2]([F:1])=[CH:17][CH:16]=3)[N:14]=2)(=[O:28])=[O:27])=[C:21]([CH3:30])[CH:20]=1. (5) Given the reactants [Cl:1][C:2]1[CH:27]=[CH:26][C:5]2[N:6]3[C:23]([CH:24]=[O:25])=[CH:22][CH:21]=[C:7]3[C:8]3([CH2:14][CH2:13][N:12](C(=O)C(F)(F)F)[CH2:11][CH2:10]3)[O:9][C:4]=2[CH:3]=1.C([O-])([O-])=O.[K+].[K+].O, predict the reaction product. The product is: [Cl:1][C:2]1[CH:27]=[CH:26][C:5]2[N:6]3[C:23]([CH:24]=[O:25])=[CH:22][CH:21]=[C:7]3[C:8]3([CH2:10][CH2:11][NH:12][CH2:13][CH2:14]3)[O:9][C:4]=2[CH:3]=1.